From a dataset of NCI-60 drug combinations with 297,098 pairs across 59 cell lines. Regression. Given two drug SMILES strings and cell line genomic features, predict the synergy score measuring deviation from expected non-interaction effect. (1) Drug 1: CN(CC1=CN=C2C(=N1)C(=NC(=N2)N)N)C3=CC=C(C=C3)C(=O)NC(CCC(=O)O)C(=O)O. Drug 2: CC1=C(C(=O)C2=C(C1=O)N3CC4C(C3(C2COC(=O)N)OC)N4)N. Cell line: K-562. Synergy scores: CSS=54.1, Synergy_ZIP=-1.32, Synergy_Bliss=-4.80, Synergy_Loewe=-12.2, Synergy_HSA=-2.90. (2) Drug 1: C1=C(C(=O)NC(=O)N1)F. Drug 2: CC(C)NC(=O)C1=CC=C(C=C1)CNNC.Cl. Cell line: LOX IMVI. Synergy scores: CSS=33.3, Synergy_ZIP=-4.45, Synergy_Bliss=-6.12, Synergy_Loewe=-4.69, Synergy_HSA=-2.16. (3) Drug 1: CCC1=C2CN3C(=CC4=C(C3=O)COC(=O)C4(CC)O)C2=NC5=C1C=C(C=C5)O. Drug 2: CC1CCCC2(C(O2)CC(NC(=O)CC(C(C(=O)C(C1O)C)(C)C)O)C(=CC3=CSC(=N3)C)C)C. Cell line: UO-31. Synergy scores: CSS=42.0, Synergy_ZIP=-7.79, Synergy_Bliss=-9.96, Synergy_Loewe=-15.5, Synergy_HSA=-7.89. (4) Drug 1: CCC1=CC2CC(C3=C(CN(C2)C1)C4=CC=CC=C4N3)(C5=C(C=C6C(=C5)C78CCN9C7C(C=CC9)(C(C(C8N6C)(C(=O)OC)O)OC(=O)C)CC)OC)C(=O)OC.C(C(C(=O)O)O)(C(=O)O)O. Drug 2: C#CCC(CC1=CN=C2C(=N1)C(=NC(=N2)N)N)C3=CC=C(C=C3)C(=O)NC(CCC(=O)O)C(=O)O. Cell line: NCIH23. Synergy scores: CSS=41.6, Synergy_ZIP=1.55, Synergy_Bliss=1.54, Synergy_Loewe=0.557, Synergy_HSA=0.224.